This data is from Forward reaction prediction with 1.9M reactions from USPTO patents (1976-2016). The task is: Predict the product of the given reaction. (1) Given the reactants [N:1]1[CH:6]=[C:5]([C:7]([C:9]2[N:10]=[CH:11][N:12]3[CH:16]=[CH:15][S:14][C:13]=23)=[O:8])[CH:4]=[C:3]([C:17]2[CH:18]=[N:19][CH:20]=[CH:21][CH:22]=2)[CH:2]=1.C([Sn](Cl)(CCCC)CCCC)CCC.C[Si]([N-][Si](C)(C)C)(C)C.[Li+].C1COCC1.[Sn].[OH:53][C@@H:54]([C@H:56]1[C:77](=[O:78])[N:58]2[C@@H:59]([C:64]([O:66][CH2:67][C:68]3[CH:73]=[CH:72][C:71]([N+:74]([O-:76])=[O:75])=[CH:70][CH:69]=3)=[O:65])[C:60](=O)[C@H:61]([CH3:62])[C@H:57]12)[CH3:55].[N:79]1[CH:84]=[C:83]([C:85]([C:87]2[N:88]=[CH:89][N:90]3[CH:94]=[C:93]([Sn:95]([CH2:104][CH2:105][CH2:106][CH3:107])([CH2:100][CH2:101][CH2:102][CH3:103])[CH2:96][CH2:97][CH2:98][CH3:99])[S:92][C:91]=23)=[O:86])[CH:82]=[C:81]([C:108]2[CH:109]=[N:110][CH:111]=[CH:112][CH:113]=2)[CH:80]=1, predict the reaction product. The product is: [N:79]1[CH:84]=[C:83]([C:85]([C:87]2[N:88]=[CH:89][N:90]3[CH:94]=[C:93]([Sn:95]([CH2:104][CH2:105][CH2:106][CH3:107])([CH2:100][CH2:101][CH2:102][CH3:103])[CH2:96][CH2:97][CH2:98][CH3:99])[S:92][C:91]=23)=[O:86])[CH:82]=[C:81]([C:108]2[CH:109]=[N:110][CH:111]=[CH:112][CH:113]=2)[CH:80]=1.[OH:53][C@@H:54]([C@H:56]1[C:77](=[O:78])[N:58]2[C:59]([C:64]([O:66][CH2:67][C:68]3[CH:69]=[CH:70][C:71]([N+:74]([O-:76])=[O:75])=[CH:72][CH:73]=3)=[O:65])=[C:60]([C:15]3[S:14][C:13]4=[C:9]([C:7]([C:5]5[CH:4]=[C:3]([C:17]6[CH:18]=[N:19][CH:20]=[CH:21][CH:22]=6)[CH:2]=[N:1][CH:6]=5)=[O:8])[N:10]=[CH:11][N:12]4[CH:16]=3)[C@H:61]([CH3:62])[C@H:57]12)[CH3:55]. (2) The product is: [Br:1][C:2]1[CH:7]=[CH:6][C:5]([CH2:8][CH2:9][CH2:10][C:11]([NH:14][C:15]2[CH:16]=[CH:17][C:18]([C:21](=[O:28])[CH2:22][CH2:23][C:24]([OH:26])=[O:25])=[CH:19][CH:20]=2)=[O:12])=[CH:4][CH:3]=1. Given the reactants [Br:1][C:2]1[CH:7]=[CH:6][C:5]([CH2:8][CH2:9][CH2:10][C:11](Cl)=[O:12])=[CH:4][CH:3]=1.[NH2:14][C:15]1[CH:20]=[CH:19][C:18]([C:21](=[O:28])[CH2:22][CH2:23][C:24]([O:26]C)=[O:25])=[CH:17][CH:16]=1, predict the reaction product.